Task: Predict the reactants needed to synthesize the given product.. Dataset: Full USPTO retrosynthesis dataset with 1.9M reactions from patents (1976-2016) (1) Given the product [Br:26][C:17]1[CH:16]=[N:15][N:14]([C:11]2[CH:12]=[CH:13][C:8]([C:5]3[CH:4]=[CH:3][C:2]([CH3:1])=[CH:7][CH:6]=3)=[CH:9][CH:10]=2)[CH:18]=1, predict the reactants needed to synthesize it. The reactants are: [CH3:1][C:2]1[CH:7]=[CH:6][C:5]([C:8]2[CH:13]=[CH:12][C:11]([N:14]3[CH:18]=[CH:17][CH:16]=[N:15]3)=[CH:10][CH:9]=2)=[CH:4][CH:3]=1.C1C(=O)N([Br:26])C(=O)C1.C1COCC1. (2) Given the product [CH3:1][O:2][C:3]1[CH:57]=[CH:56][CH:55]=[CH:54][C:4]=1[CH2:5][O:6][CH2:7][CH2:8][CH2:9][O:10][C:11]1[CH:16]=[CH:15][C:14]([CH:17]2[CH2:22][CH2:21][N:20]([C:23]([O:25][C:26]([CH3:29])([CH3:28])[CH3:27])=[O:24])[CH2:19][CH:18]2[O:30][CH2:31][C:32]2[C:40]3[N:39]=[C:38]([CH2:41][CH2:42][CH2:43][O:44][CH3:45])[NH:37][C:36]=3[CH:35]=[CH:34][CH:33]=2)=[CH:13][CH:12]=1, predict the reactants needed to synthesize it. The reactants are: [CH3:1][O:2][C:3]1[CH:57]=[CH:56][CH:55]=[CH:54][C:4]=1[CH2:5][O:6][CH2:7][CH2:8][CH2:9][O:10][C:11]1[CH:16]=[CH:15][C:14]([CH:17]2[CH2:22][CH2:21][N:20]([C:23]([O:25][C:26]([CH3:29])([CH3:28])[CH3:27])=[O:24])[CH2:19][CH:18]2[O:30][CH2:31][C:32]2[C:40]3[N:39]=[C:38]([CH2:41][CH2:42][CH2:43][O:44][CH3:45])[N:37](COCC[Si](C)(C)C)[C:36]=3[CH:35]=[CH:34][CH:33]=2)=[CH:13][CH:12]=1.[F-].C([N+](CCCC)(CCCC)CCCC)CCC. (3) Given the product [ClH:40].[CH:36]([C:33]1[CH:32]=[CH:31][C:30]([CH2:29][NH:28][C:27]([C@H:10]2[CH2:9][NH:8][CH2:13][CH2:12][N:11]2[S:14]([C:17]2[CH:22]=[CH:21][C:20]([C:23]([F:26])([F:24])[F:25])=[CH:19][CH:18]=2)(=[O:16])=[O:15])=[O:39])=[CH:35][CH:34]=1)([CH3:38])[CH3:37], predict the reactants needed to synthesize it. The reactants are: C(OC([N:8]1[CH2:13][CH2:12][N:11]([S:14]([C:17]2[CH:22]=[CH:21][C:20]([C:23]([F:26])([F:25])[F:24])=[CH:19][CH:18]=2)(=[O:16])=[O:15])[C@@H:10]([C:27](=[O:39])[NH:28][CH2:29][C:30]2[CH:35]=[CH:34][C:33]([CH:36]([CH3:38])[CH3:37])=[CH:32][CH:31]=2)[CH2:9]1)=O)(C)(C)C.[ClH:40].C(OCC)(=O)C.C(OC(C)C)(C)C. (4) Given the product [CH2:1]([O:8][C:9]1[CH:36]=[CH:35][C:12]([C:13]2[O:14][C:17]3[CH:18]=[C:19]([O:22][CH2:23][C@@H:24]([NH:26][C:27](=[O:33])[O:28][C:29]([CH3:32])([CH3:31])[CH3:30])[CH3:25])[N:20]=[CH:21][C:16]=3[N:15]=2)=[CH:11][CH:10]=1)[C:2]1[CH:7]=[CH:6][CH:5]=[CH:4][CH:3]=1, predict the reactants needed to synthesize it. The reactants are: [CH2:1]([O:8][C:9]1[CH:36]=[CH:35][C:12]([C:13]([NH:15][C:16]2[C:17](Cl)=[CH:18][C:19]([O:22][CH2:23][C@@H:24]([NH:26][C:27](=[O:33])[O:28][C:29]([CH3:32])([CH3:31])[CH3:30])[CH3:25])=[N:20][CH:21]=2)=[O:14])=[CH:11][CH:10]=1)[C:2]1[CH:7]=[CH:6][CH:5]=[CH:4][CH:3]=1.C(=O)([O-])[O-].[K+].[K+].C(OCC)(=O)C.